From a dataset of Full USPTO retrosynthesis dataset with 1.9M reactions from patents (1976-2016). Predict the reactants needed to synthesize the given product. (1) Given the product [OH:28][CH2:26][C:23]1([CH3:35])[CH:24]=[N:25][C:20]([N:17]2[CH:18]=[CH:19][C:15]([CH:13]([C:11]3[CH:10]=[CH:9][C:8]4[N:4]([CH2:3][O:2][CH3:1])[C:5](=[O:29])[S:6][C:7]=4[CH:12]=3)[CH3:14])=[N:16]2)=[CH:21][CH2:22]1, predict the reactants needed to synthesize it. The reactants are: [CH3:1][O:2][CH2:3][N:4]1[C:8]2[CH:9]=[CH:10][C:11]([CH:13]([C:15]3[CH:19]=[CH:18][N:17]([C:20]4[N:25]=[CH:24][C:23]([C:26]([O-:28])=O)=[CH:22][CH:21]=4)[N:16]=3)[CH3:14])=[CH:12][C:7]=2[S:6][C:5]1=[O:29].[BH4-].[Li+].[Cl-].[NH4+].O1CCC[CH2:35]1. (2) Given the product [CH2:1]([O:3][C:4](=[O:24])[CH2:5][C:6]1[CH:11]=[CH:10][C:9]([O:12][CH3:13])=[C:8]([O:14][C:15]2[CH:20]=[CH:19][C:18]([Cl:21])=[CH:17][C:16]=2[CH2:22][Br:26])[CH:7]=1)[CH3:2], predict the reactants needed to synthesize it. The reactants are: [CH2:1]([O:3][C:4](=[O:24])[CH2:5][C:6]1[CH:11]=[CH:10][C:9]([O:12][CH3:13])=[C:8]([O:14][C:15]2[CH:20]=[CH:19][C:18]([Cl:21])=[CH:17][C:16]=2[CH2:22]O)[CH:7]=1)[CH3:2].P(Br)(Br)[Br:26]. (3) The reactants are: [CH2:1]([O:3][C:4](=[O:17])[CH:5]=[CH:6][C:7]1[C:12]([CH2:13][OH:14])=[CH:11][N:10]=[C:9]([CH3:15])[C:8]=1[OH:16])[CH3:2]. Given the product [CH2:1]([O:3][C:4](=[O:17])[CH2:5][CH2:6][C:7]1[C:12]([CH2:13][OH:14])=[CH:11][N:10]=[C:9]([CH3:15])[C:8]=1[OH:16])[CH3:2], predict the reactants needed to synthesize it. (4) Given the product [NH2:14][C:10]1[CH:9]=[C:8]([S:2]([CH3:1])(=[N:4][N+:5]([O-:7])=[O:6])=[O:3])[CH:13]=[CH:12][CH:11]=1, predict the reactants needed to synthesize it. The reactants are: [CH3:1][S:2]([C:8]1[CH:13]=[CH:12][CH:11]=[C:10]([N+:14]([O-])=O)[CH:9]=1)(=[N:4][N+:5]([O-:7])=[O:6])=[O:3].[OH-].[Na+]. (5) Given the product [CH2:1]([O:3][C:4](=[O:22])[CH2:5][C@H:6]([C:15]1[CH:20]=[CH:19][CH:18]=[C:17]([NH:21][C:23](=[O:25])[CH3:24])[CH:16]=1)[NH:7][C:8]([O:10][C:11]([CH3:14])([CH3:13])[CH3:12])=[O:9])[CH3:2], predict the reactants needed to synthesize it. The reactants are: [CH2:1]([O:3][C:4](=[O:22])[CH2:5][C@H:6]([C:15]1[CH:20]=[CH:19][CH:18]=[C:17]([NH2:21])[CH:16]=1)[NH:7][C:8]([O:10][C:11]([CH3:14])([CH3:13])[CH3:12])=[O:9])[CH3:2].[C:23](OC(=O)C)(=[O:25])[CH3:24]. (6) Given the product [CH3:1][O:2][C:3]1[CH:8]=[CH:7][CH:6]=[CH:5][C:4]=1[C:9]1[CH:10]=[CH:11][C:12]([C:15]([N:24]2[C:25]3[CH:31]=[CH:30][CH:29]=[CH:28][C:26]=3[CH2:27][N:21]3[CH:20]=[CH:19][CH:18]=[C:22]3[CH2:23]2)=[O:17])=[CH:13][CH:14]=1, predict the reactants needed to synthesize it. The reactants are: [CH3:1][O:2][C:3]1[CH:8]=[CH:7][CH:6]=[CH:5][C:4]=1[C:9]1[CH:14]=[CH:13][C:12]([C:15]([OH:17])=O)=[CH:11][CH:10]=1.[CH:18]1[CH:19]=[CH:20][N:21]2[CH2:27][C:26]3[CH:28]=[CH:29][CH:30]=[CH:31][C:25]=3[NH:24][CH2:23][C:22]=12.C(N(CC)C(C)C)(C)C. (7) Given the product [OH:8][C@@H:4]1[CH2:5][O:6][CH2:7][C@H:3]1[NH:2][C:10]1[CH2:14][S:13][C:12](=[O:15])[N:11]=1, predict the reactants needed to synthesize it. The reactants are: Cl.[NH2:2][C@@H:3]1[CH2:7][O:6][CH2:5][C@H:4]1[OH:8].S=[C:10]1[CH2:14][S:13][C:12](=[O:15])[NH:11]1.C(N(C(C)C)C(C)C)C. (8) Given the product [Br:13][C:14]1[N:21]=[CH:20][CH:19]=[C:18]([O:12][CH2:11][C@H:9]2[CH2:10][C@@H:8]2[C:5]2[CH:4]=[CH:3][C:2]([F:1])=[CH:7][CH:6]=2)[C:15]=1[C:16]#[N:17], predict the reactants needed to synthesize it. The reactants are: [F:1][C:2]1[CH:7]=[CH:6][C:5]([C@H:8]2[CH2:10][C@@H:9]2[CH2:11][OH:12])=[CH:4][CH:3]=1.[Br:13][C:14]1[N:21]=[CH:20][CH:19]=[C:18](Br)[C:15]=1[C:16]#[N:17]. (9) The reactants are: [CH3:1][CH:2]([CH3:18])[CH:3]([NH:7][C:8]1[C:17]2[C:12](=[CH:13][CH:14]=[CH:15][CH:16]=2)[N:11]=[CH:10][CH:9]=1)[C:4]([NH2:6])=O.B. Given the product [CH3:1][CH:2]([CH3:18])[CH:3]([NH:7][C:8]1[C:17]2[C:12](=[CH:13][CH:14]=[CH:15][CH:16]=2)[N:11]=[CH:10][CH:9]=1)[CH2:4][NH2:6], predict the reactants needed to synthesize it. (10) Given the product [ClH:37].[CH3:21][O:22][C:23]([C:24]1[CH:25]=[C:26]([C:27]2[CH:28]=[N:29][CH:30]=[CH:31][CH:32]=2)[N:45]([C:40]2[CH:41]=[CH:42][C:43]([Cl:44])=[C:38]([Cl:37])[CH:39]=2)[N:46]=1)=[O:35], predict the reactants needed to synthesize it. The reactants are: C(C1C=CC=CN=1)(=O)C.C(OC)(=O)C([O-])=O.C[O-].[Na+].Cl.[CH3:21][O:22][C:23](=[O:35])[C:24](O)=[CH:25][C:26](=O)[C:27]1[CH:28]=[N:29][CH:30]=[CH:31][CH:32]=1.Cl.[Cl:37][C:38]1[CH:39]=[C:40]([NH:45][NH2:46])[CH:41]=[CH:42][C:43]=1[Cl:44].